From a dataset of Peptide-MHC class I binding affinity with 185,985 pairs from IEDB/IMGT. Regression. Given a peptide amino acid sequence and an MHC pseudo amino acid sequence, predict their binding affinity value. This is MHC class I binding data. (1) The peptide sequence is NRWKSWFSY. The MHC is HLA-B48:01 with pseudo-sequence HLA-B48:01. The binding affinity (normalized) is 0.0847. (2) The peptide sequence is RPDTRHLRV. The MHC is HLA-B53:01 with pseudo-sequence HLA-B53:01. The binding affinity (normalized) is 0. (3) The peptide sequence is TTQCLPDNGDY. The MHC is Mamu-B17 with pseudo-sequence Mamu-B17. The binding affinity (normalized) is 0. (4) The peptide sequence is KEPFRDYV. The MHC is Mamu-A11 with pseudo-sequence Mamu-A11. The binding affinity (normalized) is 0.179. (5) The peptide sequence is RRELSKEKL. The MHC is HLA-A26:01 with pseudo-sequence HLA-A26:01. The binding affinity (normalized) is 0.0847. (6) The peptide sequence is RLIWSHHHI. The MHC is HLA-B58:01 with pseudo-sequence HLA-B58:01. The binding affinity (normalized) is 0.703. (7) The peptide sequence is VEAMVSRARI. The MHC is HLA-B45:01 with pseudo-sequence HLA-B45:01. The binding affinity (normalized) is 0.0923. (8) The peptide sequence is LTLSAQSRTL. The MHC is Mamu-A02 with pseudo-sequence Mamu-A02. The binding affinity (normalized) is 0.507. (9) The peptide sequence is YLFNAIETM. The MHC is HLA-B15:01 with pseudo-sequence HLA-B15:01. The binding affinity (normalized) is 0.968.